From a dataset of Forward reaction prediction with 1.9M reactions from USPTO patents (1976-2016). Predict the product of the given reaction. Given the reactants I[C:2]1[C:6]([C:7]2[CH:12]=[CH:11][N:10]=[C:9]([S:13][CH3:14])[N:8]=2)=[CH:5][N:4]([CH:15]2[CH2:20][CH2:19][CH2:18][CH2:17][O:16]2)[N:3]=1.CC1(C)C(C)(C)OB([C:29]2[CH:30]=[C:31]3[CH:37]=[CH:36][NH:35][C:32]3=[N:33][CH:34]=2)O1.C(=O)([O-])[O-].[Na+].[Na+], predict the reaction product. The product is: [CH3:14][S:13][C:9]1[N:8]=[C:7]([C:6]2[C:2]([C:29]3[CH:30]=[C:31]4[CH:37]=[CH:36][NH:35][C:32]4=[N:33][CH:34]=3)=[N:3][N:4]([CH:15]3[CH2:20][CH2:19][CH2:18][CH2:17][O:16]3)[CH:5]=2)[CH:12]=[CH:11][N:10]=1.